The task is: Predict which catalyst facilitates the given reaction.. This data is from Catalyst prediction with 721,799 reactions and 888 catalyst types from USPTO. (1) Reactant: C[O-].[Na+].Cl.[NH2:5][OH:6].C[O:8][C:9](=O)[CH2:10][CH2:11][CH2:12][CH2:13][CH2:14][NH:15][S:16]([C:19]1[CH:20]=[N:21][CH:22]=[CH:23][CH:24]=1)(=[O:18])=[O:17].[C:26]([OH:31])(=[O:30])[C:27]([OH:29])=[O:28]. Product: [C:26]([OH:31])(=[O:30])[C:27]([OH:29])=[O:28].[OH:6][NH:5][C:9](=[O:8])[CH2:10][CH2:11][CH2:12][CH2:13][CH2:14][NH:15][S:16]([C:19]1[CH:20]=[N:21][CH:22]=[CH:23][CH:24]=1)(=[O:18])=[O:17]. The catalyst class is: 5. (2) Reactant: Cl[C:2]1[CH:7]=[CH:6][N:5]=[C:4]([S:8][CH3:9])[N:3]=1.C1C=CC(P(C2C=CC=CC=2)C2C=CC=CC=2)=CC=1.[C:29]([C:31]1[CH:36]=[CH:35][CH:34]=[CH:33][C:32]=1[CH2:37][C:38]([O:40][CH3:41])=[O:39])#[CH:30].CCN(CC)CC. Product: [CH3:9][S:8][C:4]1[N:3]=[C:2]([C:30]#[C:29][C:31]2[CH:36]=[CH:35][CH:34]=[CH:33][C:32]=2[CH2:37][C:38]([O:40][CH3:41])=[O:39])[CH:7]=[CH:6][N:5]=1. The catalyst class is: 540. (3) Reactant: [C:1]1([C:7]([CH2:9][C:10]2[CH:15]=[CH:14][CH:13]=[CH:12][CH:11]=2)=[O:8])[CH:6]=[CH:5][CH:4]=[CH:3][CH:2]=1.CC(C)([O-])C.[K+].Br[CH2:23][C:24]1[CH:29]=[CH:28][C:27]([CH:30]2[S:34](=[O:36])(=[O:35])[N:33]([C:37]([CH3:40])([CH3:39])[CH3:38])[C:32](=[O:41])[CH2:31]2)=[CH:26][CH:25]=1. Product: [C:37]([N:33]1[C:32](=[O:41])[CH2:31][CH:30]([C:27]2[CH:26]=[CH:25][C:24]([CH2:23][CH:9]([C:10]3[CH:11]=[CH:12][CH:13]=[CH:14][CH:15]=3)[C:7](=[O:8])[C:1]3[CH:2]=[CH:3][CH:4]=[CH:5][CH:6]=3)=[CH:29][CH:28]=2)[S:34]1(=[O:36])=[O:35])([CH3:40])([CH3:38])[CH3:39]. The catalyst class is: 7.